Dataset: Catalyst prediction with 721,799 reactions and 888 catalyst types from USPTO. Task: Predict which catalyst facilitates the given reaction. (1) Reactant: [CH:1]([NH:3][NH2:4])=O.Cl.C(N(CC)CC)C.C1(C)C(C)=CC=CC=1.Cl[C:22]1[N:23]=[N:24][C:25]([C:32]2[CH:37]=[CH:36][C:35]([O:38][CH3:39])=[CH:34][CH:33]=2)=[C:26]2[CH:31]=[CH:30][N:29]=[CH:28][C:27]=12. Product: [CH3:39][O:38][C:35]1[CH:36]=[CH:37][C:32]([C:25]2[C:26]3[CH:31]=[CH:30][N:29]=[CH:28][C:27]=3[C:22]3[N:23]([CH:1]=[N:3][N:4]=3)[N:24]=2)=[CH:33][CH:34]=1. The catalyst class is: 6. (2) Reactant: [Br:1][C:2]1[C:7]2[NH:8][C:9](=[O:11])[NH:10][C:6]=2[CH:5]=[C:4]([C:12]([O:14]C)=[O:13])[CH:3]=1.[OH-].[Na+]. Product: [Br:1][C:2]1[C:7]2[NH:8][C:9](=[O:11])[NH:10][C:6]=2[CH:5]=[C:4]([C:12]([OH:14])=[O:13])[CH:3]=1. The catalyst class is: 5.